This data is from Peptide-MHC class I binding affinity with 185,985 pairs from IEDB/IMGT. The task is: Regression. Given a peptide amino acid sequence and an MHC pseudo amino acid sequence, predict their binding affinity value. This is MHC class I binding data. (1) The peptide sequence is LGPTSGHL. The MHC is Mamu-A01 with pseudo-sequence Mamu-A01. The binding affinity (normalized) is 0.393. (2) The peptide sequence is TSFGPLVRK. The MHC is HLA-A31:01 with pseudo-sequence HLA-A31:01. The binding affinity (normalized) is 0.435. (3) The peptide sequence is FPNEVGARI. The MHC is HLA-B57:01 with pseudo-sequence HLA-B57:01. The binding affinity (normalized) is 0.0847. (4) The peptide sequence is DAVVADLSA. The MHC is HLA-A02:03 with pseudo-sequence HLA-A02:03. The binding affinity (normalized) is 0.114. (5) The peptide sequence is EMKTDAATL. The MHC is HLA-B08:01 with pseudo-sequence HLA-B08:01. The binding affinity (normalized) is 0.596. (6) The peptide sequence is LRGVAVGRK. The MHC is HLA-B27:05 with pseudo-sequence HLA-B27:05. The binding affinity (normalized) is 0.820. (7) The peptide sequence is KLGDITLFL. The MHC is HLA-B57:01 with pseudo-sequence HLA-B57:01. The binding affinity (normalized) is 0.0847. (8) The peptide sequence is AYFATPASV. The MHC is HLA-B07:02 with pseudo-sequence HLA-B07:02. The binding affinity (normalized) is 0.0847. (9) The peptide sequence is HILQKTERG. The MHC is HLA-A02:01 with pseudo-sequence HLA-A02:01. The binding affinity (normalized) is 0.